Dataset: Forward reaction prediction with 1.9M reactions from USPTO patents (1976-2016). Task: Predict the product of the given reaction. (1) Given the reactants [Br:1][C:2]1[N:7]=[C:6]([NH:8][CH2:9][CH2:10][CH2:11][N:12]2[CH2:17][CH2:16][CH2:15][CH2:14][CH2:13]2)[C:5]([NH2:18])=[CH:4][CH:3]=1.[CH3:19][O:20][C:21]1[CH:26]=[CH:25][C:24]([N:27]=[C:28]=S)=[CH:23][CH:22]=1.C(=O)(O)[O-].[Na+], predict the reaction product. The product is: [Br:1][C:2]1[N:7]=[C:6]2[N:8]([CH2:9][CH2:10][CH2:11][N:12]3[CH2:17][CH2:16][CH2:15][CH2:14][CH2:13]3)[C:28]([NH:27][C:24]3[CH:25]=[CH:26][C:21]([O:20][CH3:19])=[CH:22][CH:23]=3)=[N:18][C:5]2=[CH:4][CH:3]=1. (2) Given the reactants O[C:2]1[C:11]2[CH:10]=[C:9]3[N:12]=[CH:13][S:14][C:8]3=[CH:7][C:6]=2[N:5]=[CH:4][C:3]=1[C:15]#[N:16].[Cl:17][C:18]1[C:24]([O:25][CH3:26])=[CH:23][C:21]([NH2:22])=[C:20]([CH3:27])[CH:19]=1.Cl.N1C=CC=CC=1, predict the reaction product. The product is: [Cl:17][C:18]1[C:24]([O:25][CH3:26])=[CH:23][C:21]([NH:22][C:13]2[S:14][C:8]3[C:9]([N:12]=2)=[CH:10][C:11]2[CH:2]=[C:3]([C:15]#[N:16])[CH:4]=[N:5][C:6]=2[CH:7]=3)=[C:20]([CH3:27])[CH:19]=1. (3) Given the reactants [Cl:1][C:2]1[CH:3]=[C:4]([CH2:9][C:10](=[O:14])[C:11]([OH:13])=[O:12])[CH:5]=[CH:6][C:7]=1[CH3:8].C(N(CC)CC)C.C(OCC)C, predict the reaction product. The product is: [Cl:1][C:2]1[CH:3]=[C:4]([CH2:9][C@@H:10]([OH:14])[C:11]([OH:13])=[O:12])[CH:5]=[CH:6][C:7]=1[CH3:8]. (4) Given the reactants O.NN.[CH2:4]([N:11]([C:15]1[CH:23]=[C:22]([O:24][C:25]2[CH:30]=[CH:29][CH:28]=[CH:27][CH:26]=2)[CH:21]=[CH:20][C:16]=1[C:17]([OH:19])=[O:18])C(=O)C)[C:5]1[CH:10]=[CH:9][CH:8]=[CH:7][CH:6]=1.C(O)(=O)C.[Cl-].[Na+], predict the reaction product. The product is: [CH2:4]([NH:11][C:15]1[CH:23]=[C:22]([O:24][C:25]2[CH:30]=[CH:29][CH:28]=[CH:27][CH:26]=2)[CH:21]=[CH:20][C:16]=1[C:17]([OH:19])=[O:18])[C:5]1[CH:6]=[CH:7][CH:8]=[CH:9][CH:10]=1. (5) The product is: [C:1]([O:5][C:6]([NH:8][C@@H:9]1[C:27](=[O:28])[N:26]2[C@@H:22]([CH2:23][C@@H:24]([O:29][C:30]3[C:39]4[C:34](=[CH:35][C:36]([O:40][CH3:41])=[CH:37][CH:38]=4)[N:33]=[C:32]([C:42]4[CH:43]=[CH:44][CH:45]=[CH:46][CH:47]=4)[CH:31]=3)[CH2:25]2)[C:21](=[O:48])[NH:20][C@@:19]2([C:49]([OH:51])=[O:50])[C@@H:17]([CH2:18]2)[CH2:16][CH2:15][CH2:14][CH2:13][CH2:12][CH2:11][CH2:10]1)=[O:7])([CH3:4])([CH3:2])[CH3:3]. Given the reactants [C:1]([O:5][C:6]([NH:8][C@@H:9]1[C:27](=[O:28])[N:26]2[C@@H:22]([CH2:23][C@@H:24]([O:29][C:30]3[C:39]4[C:34](=[CH:35][C:36]([O:40][CH3:41])=[CH:37][CH:38]=4)[N:33]=[C:32]([C:42]4[CH:47]=[CH:46][CH:45]=[CH:44][CH:43]=4)[CH:31]=3)[CH2:25]2)[C:21](=[O:48])[NH:20][C@@:19]2([C:49]([OH:51])=[O:50])[C@@H:17]([CH2:18]2)[CH:16]=[CH:15][CH2:14][CH2:13][CH2:12][CH2:11][CH2:10]1)=[O:7])([CH3:4])([CH3:3])[CH3:2].[N+](C([O-])=O)(C([O-])=O)=[N-].[K+].[K+].CC(O)=O, predict the reaction product. (6) The product is: [C:1]1([C:7]2[CH:8]=[C:9]([NH:15][C:16]3[CH:17]=[CH:18][C:19]([CH2:22][CH2:23][NH:24][CH2:25][C@H:26]([OH:46])[C:27]4[CH:36]=[CH:35][C:34]([OH:37])=[C:33]5[C:28]=4[CH:29]=[CH:30][C:31](=[O:45])[NH:32]5)=[CH:20][CH:21]=3)[CH:10]=[CH:11][C:12]=2[O:13][CH3:14])[CH:6]=[CH:5][CH:4]=[CH:3][CH:2]=1. Given the reactants [C:1]1([C:7]2[CH:8]=[C:9]([NH:15][C:16]3[CH:21]=[CH:20][C:19]([CH2:22][CH2:23][NH:24][CH2:25][C@H:26]([OH:46])[C:27]4[CH:36]=[CH:35][C:34]([O:37]CC5C=CC=CC=5)=[C:33]5[C:28]=4[CH:29]=[CH:30][C:31](=[O:45])[NH:32]5)=[CH:18][CH:17]=3)[CH:10]=[CH:11][C:12]=2[O:13][CH3:14])[CH:6]=[CH:5][CH:4]=[CH:3][CH:2]=1.[H][H], predict the reaction product. (7) Given the reactants [OH-].[Na+].[Cl:3][C:4]1[C:5]([NH:10][CH2:11][C:12]([O:14]CC)=[O:13])=[N:6][CH:7]=[CH:8][N:9]=1.Cl, predict the reaction product. The product is: [Cl:3][C:4]1[C:5]([NH:10][CH2:11][C:12]([OH:14])=[O:13])=[N:6][CH:7]=[CH:8][N:9]=1. (8) Given the reactants C[Al](C)C.[Cl-].[NH4+:6].[F:7][C:8]([F:26])([C:22]([F:25])([F:24])[F:23])[CH2:9][CH2:10][N:11]1[C:15]2=[N:16][CH:17]=[CH:18][CH:19]=[C:14]2[C:13]([C:20]#[N:21])=[N:12]1.CO, predict the reaction product. The product is: [F:26][C:8]([F:7])([C:22]([F:23])([F:24])[F:25])[CH2:9][CH2:10][N:11]1[C:15]2=[N:16][CH:17]=[CH:18][CH:19]=[C:14]2[C:13]([C:20](=[NH:6])[NH2:21])=[N:12]1. (9) Given the reactants [CH2:1]([O:3][C:4]([C:6]1[O:7][C:8]2[CH:15]=[CH:14][CH:13]=[C:12]([OH:16])[C:9]=2[C:10]=1[CH3:11])=[O:5])[CH3:2].[CH2:17](I)[CH3:18].C([O-])([O-])=O.[K+].[K+], predict the reaction product. The product is: [CH2:1]([O:3][C:4]([C:6]1[O:7][C:8]2[CH:15]=[CH:14][CH:13]=[C:12]([O:16][CH2:17][CH3:18])[C:9]=2[C:10]=1[CH3:11])=[O:5])[CH3:2].